From a dataset of Cav3 T-type calcium channel HTS with 100,875 compounds. Binary Classification. Given a drug SMILES string, predict its activity (active/inactive) in a high-throughput screening assay against a specified biological target. (1) The drug is Fc1ccc(c2nnc3c4c(n(Cc5ccc(OC)cc5)cc23)cc(OC)c(OC)c4)cc1. The result is 0 (inactive). (2) The molecule is Clc1ccc(S(=O)(=O)N2CCN(CC2)C(=O)c2sc3n(nc(c3c2)C)c2c(cccc2)C)cc1. The result is 0 (inactive). (3) The compound is O(C(=O)N1CCN(CC1)c1ncnc2nc[nH]c12)CC. The result is 0 (inactive). (4) The drug is s1c2CC(CCc2c2c1ncnc2SCC(=O)c1ccc(cc1)C)C. The result is 0 (inactive). (5) The compound is Brc1c(sc(c1)C(=O)NC)CC. The result is 0 (inactive). (6) The compound is S(CCn1c(=O)c2c(nc1SCC(=O)NC)cccc2)CC(=O)NC. The result is 0 (inactive). (7) The compound is s1c(nnc1NC(=O)COC(=O)c1c2c(nc(c1)C)cccc2)CCC. The result is 0 (inactive). (8) The molecule is O(Cc1c(onc1C)C)c1cc(C(=O)NCc2ccc(cc2)C)ccc1. The result is 0 (inactive). (9) The drug is S(=O)(=O)(N(CC(=O)Nc1c(OC)ccc(c1)C)c1ccccc1)C. The result is 0 (inactive). (10) The drug is S(=O)(=O)(Cc1cc(ccc1)C)Cc1oc(cc1)C(=O)NCc1cccnc1. The result is 0 (inactive).